From a dataset of Forward reaction prediction with 1.9M reactions from USPTO patents (1976-2016). Predict the product of the given reaction. (1) Given the reactants [N:1]([CH2:4][CH2:5][CH2:6][CH2:7][CH2:8][CH2:9][CH3:10])=[N+:2]=[N-:3].[C:11]1([C:17]#[CH:18])[CH:16]=[CH:15][CH:14]=[CH:13][CH:12]=1, predict the reaction product. The product is: [CH2:4]([N:1]1[CH:18]=[C:17]([C:11]2[CH:16]=[CH:15][CH:14]=[CH:13][CH:12]=2)[N:3]=[N:2]1)[CH2:5][CH2:6][CH2:7][CH2:8][CH2:9][CH3:10]. (2) Given the reactants [O:1]1[C:5]2[CH:6]=[CH:7][CH:8]=[CH:9][C:4]=2[N:3]=[C:2]1[CH:10]=O.[O:12]1[C:18]2[CH:19]=[CH:20][C:21]([S:23]([NH2:26])(=[O:25])=[O:24])=[CH:22][C:17]=2[O:16][CH2:15][CH2:14][CH2:13]1.O.[O-2].[O-2].[O-2].O=[Si]=O.O=[Si]=O.O=[Si]=O.O=[Si]=O.[Al+3].[Al+3], predict the reaction product. The product is: [O:1]1[C:5]2[CH:6]=[CH:7][CH:8]=[CH:9][C:4]=2[N:3]=[C:2]1[CH:10]=[N:26][S:23]([C:21]1[CH:20]=[CH:19][C:18]2[O:12][CH2:13][CH2:14][CH2:15][O:16][C:17]=2[CH:22]=1)(=[O:24])=[O:25]. (3) Given the reactants [F:1][C:2]([F:7])([F:6])[S:3]([O-])=O.[K+].C1(C)C=CC(S(O)(=O)=O)=CC=1.CNC.O.C1(C)C=CC(S(O)(=O)=O)=CC=1.S(Cl)(Cl)=O.[Cl:39][C:40]1[CH:45]=[C:44]([C:46]([F:49])([F:48])[F:47])[CH:43]=[C:42]([Cl:50])[C:41]=1[N:51]1[C:55]([NH:56][CH2:57][C:58]2[CH:63]=[N:62][CH:61]=[CH:60][N:59]=2)=[CH:54][C:53]([C:64]#[N:65])=[N:52]1.C(=O)([O-])O.[Na+], predict the reaction product. The product is: [Cl:50][C:42]1[CH:43]=[C:44]([C:46]([F:47])([F:48])[F:49])[CH:45]=[C:40]([Cl:39])[C:41]=1[N:51]1[C:55]([NH:56][CH2:57][C:58]2[CH:63]=[N:62][CH:61]=[CH:60][N:59]=2)=[C:54]([S:3][C:2]([F:7])([F:6])[F:1])[C:53]([C:64]#[N:65])=[N:52]1.